This data is from Forward reaction prediction with 1.9M reactions from USPTO patents (1976-2016). The task is: Predict the product of the given reaction. Given the reactants [N:1]1[C:11]2[C:10]3[S:12][C:13]([CH:15](Br)[C:16]([C:18]4[CH:23]=[CH:22][CH:21]=[CH:20][C:19]=4[Cl:24])=O)=[CH:14][C:9]=3[CH2:8][CH2:7][O:6][C:5]=2[CH:4]=[CH:3][CH:2]=1.[NH2:26][C:27]([NH2:29])=[S:28].C(O)C, predict the reaction product. The product is: [N:1]1[C:11]2[C:10]3[S:12][C:13]([C:15]4[N:26]=[C:27]([NH2:29])[S:28][C:16]=4[C:18]4[CH:23]=[CH:22][CH:21]=[CH:20][C:19]=4[Cl:24])=[CH:14][C:9]=3[CH2:8][CH2:7][O:6][C:5]=2[CH:4]=[CH:3][CH:2]=1.